From a dataset of Reaction yield outcomes from USPTO patents with 853,638 reactions. Predict the reaction yield, written as a fraction of the theoretical maximum amount of product (1.0 means a 100% yield; for example, 0.34 means a 34% yield). (1) The product is [C:14]12([NH:24][CH2:1][C:3]3[O:7][C:6](/[CH:8]=[CH:9]/[C:10]([O:12][CH3:13])=[O:11])=[CH:5][CH:4]=3)[CH2:21][CH:20]3[CH2:19][CH:18]([CH2:17][CH:16]([CH2:22]3)[CH2:15]1)[CH2:23]2. The reactants are [CH:1]([C:3]1[O:7][C:6](/[CH:8]=[CH:9]/[C:10]([O:12][CH3:13])=[O:11])=[CH:5][CH:4]=1)=O.[C:14]12([NH2:24])[CH2:23][CH:18]3[CH2:19][CH:20]([CH2:22][CH:16]([CH2:17]3)[CH2:15]1)[CH2:21]2.[BH4-].[Na+].O. The yield is 0.660. The catalyst is CO. (2) The reactants are C[O:2][C:3]([C:5]1[S:6][CH:7]=[C:8]([Br:10])[CH:9]=1)=[O:4].[OH-:11].[Na+].CO.O.Cl. The catalyst is C(OCC)(=O)C. The product is [Br:10][C:8]1[C:9]([OH:11])=[C:5]([C:3]([OH:2])=[O:4])[S:6][CH:7]=1. The yield is 0.694. (3) The reactants are [NH2:1][C:2]1[C:11]2[C:6](=[CH:7][CH:8]=[CH:9][CH:10]=2)[N:5]=[C:4]([CH3:12])[CH:3]=1.[H-].[Na+].[Cl:15][C:16]1[CH:21]=[C:20](Cl)[N:19]=[CH:18][N:17]=1. The catalyst is CN(C=O)C. The product is [Cl:15][C:16]1[N:17]=[CH:18][N:19]=[C:20]([NH:1][C:2]2[C:11]3[C:6](=[CH:7][CH:8]=[CH:9][CH:10]=3)[N:5]=[C:4]([CH3:12])[CH:3]=2)[CH:21]=1. The yield is 0.0500. (4) The reactants are [S:1]1[C:5]2[CH:6]=[CH:7][CH:8]=[CH:9][C:4]=2[N:3]=[C:2]1[NH:10][C@H:11]1[CH2:14][C@H:13]([NH:15][C:16]2[C:21]([NH:22][CH:23]3[CH2:25][CH2:24]3)=[CH:20][C:19]([F:26])=[CH:18][N:17]=2)[CH2:12]1.C(N(CC)C(C)C)(C)C.Cl[C:37](Cl)([O:39]C(=O)OC(Cl)(Cl)Cl)Cl.O. The product is [S:1]1[C:5]2[CH:6]=[CH:7][CH:8]=[CH:9][C:4]=2[N:3]=[C:2]1[NH:10][C@H:11]1[CH2:14][C@H:13]([N:15]2[C:16]3=[N:17][CH:18]=[C:19]([F:26])[CH:20]=[C:21]3[N:22]([CH:23]3[CH2:24][CH2:25]3)[C:37]2=[O:39])[CH2:12]1. The yield is 0.311. The catalyst is ClCCl. (5) The reactants are [CH3:1][C:2]1[S:3][C:4]2[CH:10]=[C:9]([S:11](Cl)(=[O:13])=[O:12])[CH:8]=[CH:7][C:5]=2[N:6]=1.[CH3:15][NH:16][CH3:17].C(N(CC)CC)C.CCCCCC. The catalyst is O1CCCC1.C(OCC)(=O)C. The product is [CH3:15][N:16]([CH3:17])[S:11]([C:9]1[CH:8]=[CH:7][C:5]2[N:6]=[C:2]([CH3:1])[S:3][C:4]=2[CH:10]=1)(=[O:13])=[O:12]. The yield is 0.930. (6) The reactants are [O:1]=[C:2]([C:13]1[O:14][C:15]([C:18]2[CH:23]=[CH:22][CH:21]=[CH:20][N:19]=2)=[CH:16][N:17]=1)[CH2:3][CH2:4][CH2:5][CH2:6][C:7]#[C:8][Si](C)(C)C.[F:24][C:25]1[CH:30]=[CH:29][C:28](I)=[CH:27][CH:26]=1. No catalyst specified. The product is [O:1]=[C:2]([C:13]1[O:14][C:15]([C:18]2[CH:23]=[CH:22][CH:21]=[CH:20][N:19]=2)=[CH:16][N:17]=1)[CH2:3][CH2:4][CH2:5][CH2:6][C:7]#[C:8][C:28]1[CH:29]=[CH:30][C:25]([F:24])=[CH:26][CH:27]=1. The yield is 0.300.